From a dataset of Catalyst prediction with 721,799 reactions and 888 catalyst types from USPTO. Predict which catalyst facilitates the given reaction. (1) Product: [Cl:28][C:25]1[CH:26]=[C:27]2[C:19]([C:14]3[N:13]=[C:12]([NH:11][CH:7]4[CH2:8][CH2:9][CH2:10][C:5]([CH3:40])([C:3]([OH:4])=[O:2])[CH:6]4[OH:39])[C:17]([F:18])=[CH:16][N:15]=3)=[CH:20][NH:21][C:22]2=[N:23][CH:24]=1. Reactant: C[O:2][C:3]([C:5]1([CH3:40])[CH2:10][CH2:9][CH2:8][CH:7]([NH:11][C:12]2[C:17]([F:18])=[CH:16][N:15]=[C:14]([C:19]3[C:27]4[C:22](=[N:23][CH:24]=[C:25]([Cl:28])[CH:26]=4)[N:21](S(C4C=CC(C)=CC=4)(=O)=O)[CH:20]=3)[N:13]=2)[CH:6]1[OH:39])=[O:4].C1COCC1.[Li+].[OH-]. The catalyst class is: 5. (2) Reactant: Br[C:2]1[C:20]([O:21][CH3:22])=[CH:19][C:5]([C:6]([NH:8][C:9]2[CH:14]=[C:13]([C:15]([F:18])([F:17])[F:16])[CH:12]=[CH:11][N:10]=2)=[O:7])=[C:4]([F:23])[CH:3]=1.[CH3:24][C:25]1([CH3:41])[C:29]([CH3:31])([CH3:30])[O:28][B:27]([B:27]2[O:28][C:29]([CH3:31])([CH3:30])[C:25]([CH3:41])([CH3:24])[O:26]2)[O:26]1.C([O-])(=O)C.[K+]. Product: [F:23][C:4]1[CH:3]=[C:2]([B:27]2[O:28][C:29]([CH3:31])([CH3:30])[C:25]([CH3:41])([CH3:24])[O:26]2)[C:20]([O:21][CH3:22])=[CH:19][C:5]=1[C:6]([NH:8][C:9]1[CH:14]=[C:13]([C:15]([F:18])([F:17])[F:16])[CH:12]=[CH:11][N:10]=1)=[O:7]. The catalyst class is: 12. (3) Reactant: [Cl:1][C:2]1[CH:7]=[CH:6][C:5]([CH2:8][C:9]2[C:18]3[C:13](=[CH:14][CH:15]=[CH:16][CH:17]=3)[C:12](=[O:19])[N:11]([CH2:20][CH2:21][NH:22][CH2:23][CH2:24][CH2:25][CH2:26][C:27]3[CH:32]=[CH:31][C:30]([O:33][CH2:34][CH2:35][CH2:36][N:37]4[CH2:43][CH2:42][CH2:41][CH2:40][CH2:39][CH2:38]4)=[CH:29][CH:28]=3)[N:10]=2)=[CH:4][CH:3]=1.[CH2:44]=O. Product: [Cl:1][C:2]1[CH:7]=[CH:6][C:5]([CH2:8][C:9]2[C:18]3[C:13](=[CH:14][CH:15]=[CH:16][CH:17]=3)[C:12](=[O:19])[N:11]([CH2:20][CH2:21][N:22]([CH2:23][CH2:24][CH2:25][CH2:26][C:27]3[CH:28]=[CH:29][C:30]([O:33][CH2:34][CH2:35][CH2:36][N:37]4[CH2:38][CH2:39][CH2:40][CH2:41][CH2:42][CH2:43]4)=[CH:31][CH:32]=3)[CH3:44])[N:10]=2)=[CH:4][CH:3]=1. The catalyst class is: 106. (4) Reactant: [CH2:1]([C:4]1[CH:9]=[CH:8][C:7]([S:10](Cl)(=[O:12])=[O:11])=[CH:6][CH:5]=1)[CH2:2][CH3:3].N1C=CC=CC=1.[NH2:20][C:21]1[CH:22]=[C:23]2[C:28](=[CH:29][CH:30]=1)[N:27]=[CH:26][N:25]=[CH:24]2.C([O-])(O)=O.[Na+]. Product: [CH2:1]([C:4]1[CH:9]=[CH:8][C:7]([S:10]([NH:20][C:21]2[CH:22]=[C:23]3[C:28](=[CH:29][CH:30]=2)[N:27]=[CH:26][N:25]=[CH:24]3)(=[O:12])=[O:11])=[CH:6][CH:5]=1)[CH2:2][CH3:3]. The catalyst class is: 4. (5) Reactant: [C:1]([O:5][C@@H:6]([C:11]1[C:40]([CH3:41])=[CH:39][N:38]2[N:42]=[C:35]3[CH:36]=[C:37]2[C:12]=1[N:13]1[CH2:47][CH2:46][C:16]([CH3:48])([O:17][CH2:18][CH:19]=[CH:20][CH:21]([CH3:45])[CH2:22][O:23][C:24]2[CH:25]=[CH:26][C:27]([CH3:44])=[CH:28][C:29]=2[C:30]2[CH:43]=[C:34]3[CH:33]=[CH:32][CH:31]=2)[CH2:15][CH2:14]1)[C:7]([O:9][CH3:10])=[O:8])([CH3:4])([CH3:3])[CH3:2]. Product: [C:1]([O:5][C@@H:6]([C:11]1[C:40]([CH3:41])=[CH:39][N:38]2[N:42]=[C:35]3[CH:36]=[C:37]2[C:12]=1[N:13]1[CH2:14][CH2:15][C:16]([CH3:48])([O:17][CH2:18][CH2:19][CH2:20][CH:21]([CH3:45])[CH2:22][O:23][C:24]2[CH:25]=[CH:26][C:27]([CH3:44])=[CH:28][C:29]=2[C:30]2[CH:43]=[C:34]3[CH:33]=[CH:32][CH:31]=2)[CH2:46][CH2:47]1)[C:7]([O:9][CH3:10])=[O:8])([CH3:4])([CH3:2])[CH3:3]. The catalyst class is: 19. (6) The catalyst class is: 7. Reactant: FC(F)(F)C(OC(=O)C(F)(F)F)=O.[NH2:14][C:15]([C:17]1[N:18]([CH3:49])[C:19](=[O:48])[C:20]2[N:21]([N:23]=[C:24]([N:34]3[CH2:39][CH2:38][CH2:37][C@@H:36]([NH:40][C:41](=[O:47])[O:42][C:43]([CH3:46])([CH3:45])[CH3:44])[CH2:35]3)[C:25]=2[CH2:26][C:27]2[CH:32]=[CH:31][CH:30]=[CH:29][C:28]=2[Cl:33])[CH:22]=1)=O. Product: [Cl:33][C:28]1[CH:29]=[CH:30][CH:31]=[CH:32][C:27]=1[CH2:26][C:25]1[C:24]([N:34]2[CH2:39][CH2:38][CH2:37][C@@H:36]([NH:40][C:41](=[O:47])[O:42][C:43]([CH3:46])([CH3:45])[CH3:44])[CH2:35]2)=[N:23][N:21]2[CH:22]=[C:17]([C:15]#[N:14])[N:18]([CH3:49])[C:19](=[O:48])[C:20]=12. (7) Reactant: [NH2:1][C:2]1[CH:3]=[C:4]([Br:8])[CH:5]=[N:6][CH:7]=1.[CH3:9][C:10]([O:13][C:14](O[C:14]([O:13][C:10]([CH3:12])([CH3:11])[CH3:9])=[O:15])=[O:15])([CH3:12])[CH3:11]. Product: [CH3:12][C:10]([O:13][C:14]([N:1]([C:14]([O:13][C:10]([CH3:12])([CH3:11])[CH3:9])=[O:15])[C:2]1[CH:7]=[N:6][CH:5]=[C:4]([Br:8])[CH:3]=1)=[O:15])([CH3:9])[CH3:11]. The catalyst class is: 616.